This data is from Full USPTO retrosynthesis dataset with 1.9M reactions from patents (1976-2016). The task is: Predict the reactants needed to synthesize the given product. (1) Given the product [OH:12][CH2:11][C@@H:9]([C@H:7]([C@@H:5]([C@@H:3]([CH2:2][OH:1])[OH:4])[OH:6])[OH:8])[OH:10].[CH2:11]1[O:12][C@@H:5]2[C@@H:3]([OH:4])[CH2:2][O:8][C@@H:7]2[C@@H:9]1[OH:10], predict the reactants needed to synthesize it. The reactants are: [OH:1][CH2:2][C@@H:3]([C@H:5]([C@@H:7]([C@@H:9]([CH2:11][OH:12])[OH:10])[OH:8])[OH:6])[OH:4].S(=O)(=O)(O)O.CS(O)(=O)=O. (2) Given the product [Cl:13][C:14]1[CH:15]=[CH:16][C:17]([C@H:20]2[C@@:22]3([C:30]4[C:25](=[CH:26][CH:27]=[CH:28][CH:29]=4)[N:24]([CH2:2][CH:3]4[CH2:8][CH2:7][N:6]([S:9]([CH3:12])(=[O:11])=[O:10])[CH2:5][CH2:4]4)[C:23]3=[O:31])[CH2:21]2)=[CH:18][CH:19]=1, predict the reactants needed to synthesize it. The reactants are: Cl[CH2:2][CH:3]1[CH2:8][CH2:7][N:6]([S:9]([CH3:12])(=[O:11])=[O:10])[CH2:5][CH2:4]1.[Cl:13][C:14]1[CH:19]=[CH:18][C:17]([C@@H:20]2[C@:22]3([C:30]4[C:25](=[CH:26][CH:27]=[CH:28][CH:29]=4)[NH:24][C:23]3=[O:31])[CH2:21]2)=[CH:16][CH:15]=1. (3) The reactants are: [OH:1][C:2]1[CH2:7][CH:6]([CH3:8])[O:5][C:4](=[O:9])[CH:3]=1.[C:10](O)(=[O:12])[CH3:11].C1(N=C=NC2CCCCC2)CCCCC1.CC1CC(OC(=O)C)=CC(=O)O1. Given the product [C:10]([C:3]1[C:4](=[O:9])[O:5][CH:6]([CH3:8])[CH2:7][C:2]=1[OH:1])(=[O:12])[CH3:11], predict the reactants needed to synthesize it. (4) The reactants are: [C:1]([O:5][C:6]([N:8]1[CH2:13][CH2:12][C:11]([N:14]2[CH2:19][CH2:18][O:17][CH2:16][CH2:15]2)=[CH:10][CH2:9]1)=[O:7])([CH3:4])([CH3:3])[CH3:2].[CH3:20][N:21]=[C:22]=[S:23]. Given the product [C:1]([O:5][C:6]([N:8]1[CH2:13][CH2:12][C:11]([N:14]2[CH2:19][CH2:18][O:17][CH2:16][CH2:15]2)=[C:10]([C:22](=[S:23])[NH:21][CH3:20])[CH2:9]1)=[O:7])([CH3:4])([CH3:2])[CH3:3], predict the reactants needed to synthesize it. (5) Given the product [Cl:8][C:5]1[CH:6]=[CH:7][C:2]([O:21][C:18]2[CH:19]=[CH:20][C:15]([C:13](=[O:14])[CH3:12])=[CH:16][CH:17]=2)=[C:3]([N+:9]([O-:11])=[O:10])[CH:4]=1, predict the reactants needed to synthesize it. The reactants are: Br[C:2]1[CH:7]=[CH:6][C:5]([Cl:8])=[CH:4][C:3]=1[N+:9]([O-:11])=[O:10].[CH3:12][C:13]([C:15]1[CH:16]=[CH:17][C:18]([OH:21])=[CH:19][CH:20]=1)=[O:14].C([O-])([O-])=O.[K+].[K+].O. (6) Given the product [CH2:20]([N:16]1[C:17]2[C:13](=[CH:12][C:11]([O:10][C:2]3[S:1][C:5]4[CH:6]=[CH:7][CH:8]=[CH:9][C:4]=4[N:3]=3)=[CH:19][CH:18]=2)[CH:14]=[C:15]1[CH2:22][N:24]1[CH2:29][CH2:28][CH2:27][CH2:26][CH2:25]1)[CH3:21], predict the reactants needed to synthesize it. The reactants are: [S:1]1[C:5]2[CH:6]=[CH:7][CH:8]=[CH:9][C:4]=2[N:3]=[C:2]1[O:10][C:11]1[CH:12]=[C:13]2[C:17](=[CH:18][CH:19]=1)[N:16]([CH2:20][CH3:21])[C:15]([CH:22]=O)=[CH:14]2.[NH:24]1[CH2:29][CH2:28][CH2:27][CH2:26][CH2:25]1.[BH-](OC(C)=O)(OC(C)=O)OC(C)=O.[Na+]. (7) Given the product [Cl:14][C:4]1[C:3]([O:2][CH3:1])=[CH:8][N:7]=[C:6]([S:9][CH3:10])[N:5]=1, predict the reactants needed to synthesize it. The reactants are: [CH3:1][O:2][C:3]1[C:4](O)=[N:5][C:6]([S:9][CH3:10])=[N:7][CH:8]=1.P(Cl)(Cl)([Cl:14])=O.C(N(CC)C1C=CC=CC=1)C.